Dataset: Catalyst prediction with 721,799 reactions and 888 catalyst types from USPTO. Task: Predict which catalyst facilitates the given reaction. (1) Reactant: [C:1]1([C:7]2[CH:8]=[C:9]([C:16]3[O:20][N:19]=[C:18]([C:21]4[CH:22]=[C:23]5[C:27](=[CH:28][CH:29]=4)[NH:26][CH:25]=[CH:24]5)[N:17]=3)[S:10][C:11]=2[C:12]([F:15])([F:14])[F:13])[CH:6]=[CH:5][CH:4]=[CH:3][CH:2]=1.C([O-])([O-])=O.[K+].[K+].Br[CH2:37][CH2:38][C:39]([O:41][CH2:42][CH3:43])=[O:40]. Product: [C:1]1([C:7]2[CH:8]=[C:9]([C:16]3[O:20][N:19]=[C:18]([C:21]4[CH:22]=[C:23]5[C:27](=[CH:28][CH:29]=4)[N:26]([CH2:37][CH2:38][C:39]([O:41][CH2:42][CH3:43])=[O:40])[CH:25]=[CH:24]5)[N:17]=3)[S:10][C:11]=2[C:12]([F:15])([F:14])[F:13])[CH:2]=[CH:3][CH:4]=[CH:5][CH:6]=1. The catalyst class is: 3. (2) Reactant: [CH2:1]([O:8][C:9]1[C:18](=[O:19])[N:17]2[C:12]([CH:13]([CH3:20])[O:14][CH2:15][CH2:16]2)=[N:11][C:10]=1[C:21]([O:23]CC)=[O:22])[C:2]1[CH:7]=[CH:6][CH:5]=[CH:4][CH:3]=1. Product: [CH2:1]([O:8][C:9]1[C:18](=[O:19])[N:17]2[C:12]([CH:13]([CH3:20])[O:14][CH2:15][CH2:16]2)=[N:11][C:10]=1[C:21]([OH:23])=[O:22])[C:2]1[CH:3]=[CH:4][CH:5]=[CH:6][CH:7]=1. The catalyst class is: 175. (3) The catalyst class is: 55. Reactant: [CH3:1][N:2]([CH3:36])[C:3]1[CH:4]=[C:5]2[C:9](=[C:10]([CH:12]([O:14][CH2:15][C:16]3([C:29]4[CH:34]=[CH:33][C:32]([F:35])=[CH:31][CH:30]=4)[CH2:21][CH2:20][N:19](C(OC(C)(C)C)=O)[CH2:18][CH2:17]3)[CH3:13])[CH:11]=1)[NH:8][N:7]=[CH:6]2. Product: [F:35][C:32]1[CH:33]=[CH:34][C:29]([C:16]2([CH2:15][O:14][CH:12]([C:10]3[CH:11]=[C:3]([N:2]([CH3:1])[CH3:36])[CH:4]=[C:5]4[C:9]=3[NH:8][N:7]=[CH:6]4)[CH3:13])[CH2:21][CH2:20][NH:19][CH2:18][CH2:17]2)=[CH:30][CH:31]=1. (4) Reactant: [Br:1][C:2]1[CH:7]=[CH:6][C:5]([CH:8]([OH:10])[CH3:9])=[CH:4][C:3]=1[F:11].[C:12]1(O)[CH:17]=[CH:16][CH:15]=[CH:14][CH:13]=1.C1(P(C2C=CC=CC=2)C2C=CC=CC=2)C=CC=CC=1.N(C(OC(C)C)=O)=NC(OC(C)C)=O. Product: [Br:1][C:2]1[CH:7]=[CH:6][C:5]([CH:8]([O:10][C:12]2[CH:17]=[CH:16][CH:15]=[CH:14][CH:13]=2)[CH3:9])=[CH:4][C:3]=1[F:11]. The catalyst class is: 7. (5) Reactant: [H-].[Na+].[CH3:3][S:4][C:5]1[N:9]=[C:8]([NH2:10])[N:7]([C:11]2[CH:16]=[CH:15][CH:14]=[CH:13][CH:12]=2)[N:6]=1.Cl.Cl[CH2:19][CH2:20][NH:21][CH2:22][CH2:23]Cl. Product: [CH3:3][S:4][C:5]1[N:9]=[C:8]([N:10]2[CH2:23][CH2:22][NH:21][CH2:20][CH2:19]2)[N:7]([C:11]2[CH:12]=[CH:13][CH:14]=[CH:15][CH:16]=2)[N:6]=1. The catalyst class is: 3.